This data is from Reaction yield outcomes from USPTO patents with 853,638 reactions. The task is: Predict the reaction yield, written as a fraction of the theoretical maximum amount of product (1.0 means a 100% yield; for example, 0.34 means a 34% yield). (1) The yield is 0.115. The catalyst is CN(C=O)C. The product is [O:18]1[C:17]2([CH2:22][CH2:23][CH:14]([N:1]3[CH2:5][CH2:4][CH2:3][C:2]3=[O:6])[CH2:15][CH2:16]2)[O:21][CH2:20][CH2:19]1. The reactants are [NH:1]1[CH2:5][CH2:4][CH2:3][C:2]1=[O:6].[H-].[Na+].CS(O[CH:14]1[CH2:23][CH2:22][C:17]2([O:21][CH2:20][CH2:19][O:18]2)[CH2:16][CH2:15]1)(=O)=O. (2) The yield is 0.740. The product is [C:14]1([CH:7]([C:8]2[CH:13]=[CH:12][CH:11]=[CH:10][CH:9]=2)[CH2:6][NH:5][C:3](=[O:4])[C@H:2]([NH:1][S:36]([C:31]2[CH:32]=[CH:33][CH:34]=[CH:35][C:30]=2[N+:27]([O-:29])=[O:28])(=[O:37])=[O:38])[CH2:20][C:21]2[CH:22]=[CH:23][CH:24]=[CH:25][CH:26]=2)[CH:15]=[CH:16][CH:17]=[CH:18][CH:19]=1. The reactants are [NH2:1][C@H:2]([CH2:20][C:21]1[CH:26]=[CH:25][CH:24]=[CH:23][CH:22]=1)[C:3]([NH:5][CH2:6][CH:7]([C:14]1[CH:19]=[CH:18][CH:17]=[CH:16][CH:15]=1)[C:8]1[CH:13]=[CH:12][CH:11]=[CH:10][CH:9]=1)=[O:4].[N+:27]([C:30]1[CH:35]=[CH:34][CH:33]=[CH:32][C:31]=1[S:36](Cl)(=[O:38])=[O:37])([O-:29])=[O:28].C(N(CC)CC)C. The catalyst is C(Cl)Cl. (3) The reactants are O(C1C=CC=CC=1B(O)O)C1C=CC=CC=1.C(=O)([O-])[O-].[Na+].[Na+].[CH3:23][C:24]1[NH:25][C:26](=[O:47])[C:27]2[C:28](=[C:30]([C:34]3[CH:39]=[CH:38][CH:37]=[CH:36][C:35]=3[O:40][C:41]3[CH:46]=[CH:45][CH:44]=[CH:43][CH:42]=3)[NH:31][C:32]=2[CH3:33])N=1.[Cl-].[Na+]. The product is [CH3:33][C:32]1[NH:31][C:30]([C:34]2[CH:39]=[CH:38][CH:37]=[CH:36][C:35]=2[O:40][C:41]2[CH:46]=[CH:45][CH:44]=[CH:43][CH:42]=2)=[C:28]2[CH2:23][CH2:24][NH:25][C:26](=[O:47])[C:27]=12. The catalyst is C(O)C.Cl[Pd](Cl)([P](C1C=CC=CC=1)(C1C=CC=CC=1)C1C=CC=CC=1)[P](C1C=CC=CC=1)(C1C=CC=CC=1)C1C=CC=CC=1.C(OCC)(=O)C.COCCOC. The yield is 0.530. (4) The reactants are Cl[CH2:2][CH2:3][CH2:4][CH:5]1[O:10][C:9]2[CH:11]=[CH:12][CH:13]=[CH:14][C:8]=2[N:7]([C:15]2[CH:20]=[CH:19][CH:18]=[CH:17][CH:16]=2)[S:6]1(=[O:22])=[O:21].[C:23]1(=[O:33])[NH:27][C:26](=[O:28])[C:25]2=[CH:29][CH:30]=[CH:31][CH:32]=[C:24]12.[K]. The catalyst is CN(C)C=O.C(OCC)C. The product is [O:21]=[S:6]1(=[O:22])[CH:5]([CH2:4][CH2:3][CH2:2][N:27]2[C:23](=[O:33])[C:24]3[C:25](=[CH:29][CH:30]=[CH:31][CH:32]=3)[C:26]2=[O:28])[O:10][C:9]2[CH:11]=[CH:12][CH:13]=[CH:14][C:8]=2[N:7]1[C:15]1[CH:20]=[CH:19][CH:18]=[CH:17][CH:16]=1. The yield is 0.510. (5) The reactants are CO[CH:3]([O:19]C)[C:4]1[CH:13]=[CH:12][C:7]([O:8][CH2:9][CH2:10]N)=[C:6]([O:14][CH3:15])[C:5]=1[N+:16]([O-:18])=[O:17].C([N:23](CC)CC)C.[CH2:28]([S:31](Cl)(=[O:33])=[O:32])[CH2:29][CH3:30].O. The catalyst is C1COCC1. The product is [CH:3]([C:4]1[CH:13]=[CH:12][C:7]([O:8][CH2:9][CH2:10][CH:28]([S:31]([NH2:23])(=[O:33])=[O:32])[CH2:29][CH3:30])=[C:6]([O:14][CH3:15])[C:5]=1[N+:16]([O-:18])=[O:17])=[O:19]. The yield is 0.620. (6) The reactants are C[O:2][C:3]1[CH:4]=[C:5]2[C:9](=[CH:10][CH:11]=1)[C@H:8]([CH2:12][C:13]([O:15][CH2:16][CH3:17])=[O:14])[CH2:7][CH2:6]2.[Al+3].[Cl-].[Cl-].[Cl-].CCS. The catalyst is C(Cl)Cl. The product is [OH:2][C:3]1[CH:4]=[C:5]2[C:9](=[CH:10][CH:11]=1)[C@H:8]([CH2:12][C:13]([O:15][CH2:16][CH3:17])=[O:14])[CH2:7][CH2:6]2. The yield is 0.960. (7) The reactants are [OH:1][CH2:2][CH2:3][O:4][CH2:5][CH2:6][O:7][C:8]1[CH:13]=[CH:12][C:11]([C:14]([C:16]2[CH:21]=[CH:20][C:19]([OH:22])=[CH:18][CH:17]=2)=O)=[CH:10][CH:9]=1.[CH3:23][C:24]1([CH3:33])[CH2:29][C:28]([CH3:31])([CH3:30])[CH2:27][C:26](=O)[CH2:25]1. The catalyst is C1COCC1.[Zn].Cl[Ti](Cl)(Cl)Cl. The product is [OH:1][CH2:2][CH2:3][O:4][CH2:5][CH2:6][O:7][C:8]1[CH:13]=[CH:12][C:11]([C:14](=[C:26]2[CH2:27][C:28]([CH3:31])([CH3:30])[CH2:29][C:24]([CH3:33])([CH3:23])[CH2:25]2)[C:16]2[CH:21]=[CH:20][C:19]([OH:22])=[CH:18][CH:17]=2)=[CH:10][CH:9]=1. The yield is 0.750. (8) The reactants are [F:1][CH2:2][C:3]1([CH2:29][F:30])[O:8][CH2:7][CH:6]([CH2:9][O:10][C:11]2[CH:16]=[CH:15][N:14]=[C:13]([CH2:17][S:18][C:19]3[NH:23][C:22]4[CH:24]=[CH:25][CH:26]=[CH:27][C:21]=4[N:20]=3)[C:12]=2[CH3:28])[CH2:5][O:4]1.ClC1C=CC=C(C(OO)=[O:39])C=1.C(=O)([O-])O.[Na+]. The catalyst is C1(C)C=CC=CC=1.CO. The product is [F:1][CH2:2][C:3]1([CH2:29][F:30])[O:4][CH2:5][CH:6]([CH2:9][O:10][C:11]2[CH:16]=[CH:15][N:14]=[C:13]([CH2:17][S:18]([C:19]3[NH:20][C:21]4[CH:27]=[CH:26][CH:25]=[CH:24][C:22]=4[N:23]=3)=[O:39])[C:12]=2[CH3:28])[CH2:7][O:8]1. The yield is 0.680. (9) The reactants are CC1(C)C2C=CC=C(P(C3C=CC=CC=3)C3C=CC=CC=3)C=2OC2C1=CC=CC=2P(C1C=CC=CC=1)C1C=CC=CC=1.[NH2:43][C:44]1[S:45][CH:46]=[CH:47][N:48]=1.[Cl:49][C:50]1[CH:55]=[C:54](Cl)[N:53]=[C:52]([S:57][CH3:58])[N:51]=1.C(=O)([O-])[O-].[Cs+].[Cs+]. The catalyst is O1CCOCC1.[Pd].[Pd].C(=CC(C=CC1C=CC=CC=1)=O)C1C=CC=CC=1.C(=CC(C=CC1C=CC=CC=1)=O)C1C=CC=CC=1.C(=CC(C=CC1C=CC=CC=1)=O)C1C=CC=CC=1. The product is [Cl:49][C:50]1[N:51]=[C:52]([S:57][CH3:58])[N:53]=[C:54]([NH:43][C:44]2[S:45][CH:46]=[CH:47][N:48]=2)[CH:55]=1. The yield is 0.480.